Task: Predict the reaction yield, written as a fraction of the theoretical maximum amount of product (1.0 means a 100% yield; for example, 0.34 means a 34% yield).. Dataset: Reaction yield outcomes from USPTO patents with 853,638 reactions (1) The reactants are [CH2:1]([O:8][N:9]1[C:15](=[O:16])[N:14]2[CH2:17][C@H:10]1[CH2:11][CH2:12][C@H:13]2[CH:18]=O)[C:2]1[CH:7]=[CH:6][CH:5]=[CH:4][CH:3]=1.Cl.[NH2:21][OH:22].N1C=CC=CC=1. The catalyst is CCO. The product is [CH2:1]([O:8][N:9]1[C:15](=[O:16])[N:14]2[CH2:17][CH:10]1[CH2:11][CH2:12][CH:13]2/[CH:18]=[N:21]/[OH:22])[C:2]1[CH:3]=[CH:4][CH:5]=[CH:6][CH:7]=1. The yield is 0.420. (2) The reactants are [Br:1][C:2]1[C:3]([Cl:12])=[CH:4][C:5]([F:11])=[C:6]([CH:10]=1)[C:7]([OH:9])=O.[NH2:13][C:14]1[CH:15]=[C:16]([S:20]([NH2:23])(=[O:22])=[O:21])[CH:17]=[CH:18][CH:19]=1.ON1C2C=CC=CC=2N=N1.Cl.C(N=C=NCCCN(C)C)C.C(N(CC)CC)C. The catalyst is CN(C)C=O. The product is [Br:1][C:2]1[C:3]([Cl:12])=[CH:4][C:5]([F:11])=[C:6]([CH:10]=1)[C:7]([NH:13][C:14]1[CH:19]=[CH:18][CH:17]=[C:16]([S:20](=[O:22])(=[O:21])[NH2:23])[CH:15]=1)=[O:9]. The yield is 0.350. (3) The reactants are Br[C:2]1[C:10]2[C:5](=[CH:6][CH:7]=[C:8]([C:11]#[N:12])[CH:9]=2)[N:4]([CH:13]2[CH2:18][CH2:17][CH2:16][CH2:15][O:14]2)[N:3]=1.[OH:19][C:20]1[CH:21]=[C:22](B(O)O)[CH:23]=[CH:24][CH:25]=1.P([O-])([O-])([O-])=O.[K+].[K+].[K+]. The catalyst is C(COC)OC.ClCCl.C1C=CC(P(C2C=CC=CC=2)[C-]2C=CC=C2)=CC=1.C1C=CC(P(C2C=CC=CC=2)[C-]2C=CC=C2)=CC=1.Cl[Pd]Cl.[Fe+2]. The product is [OH:19][C:20]1[CH:25]=[C:24]([C:2]2[C:10]3[C:5](=[CH:6][CH:7]=[C:8]([C:11]#[N:12])[CH:9]=3)[N:4]([CH:13]3[CH2:18][CH2:17][CH2:16][CH2:15][O:14]3)[N:3]=2)[CH:23]=[CH:22][CH:21]=1. The yield is 0.850. (4) The reactants are [O:1]1[CH2:6][CH2:5][N:4]([CH2:7][CH2:8][OH:9])[CH2:3][CH2:2]1.[F:10][C:11]([F:22])([F:21])[C:12]([C:17]([F:20])([F:19])[F:18])([CH3:16])[C:13](F)=[O:14].C(N(CC)CC)C. The catalyst is C(#N)C. The product is [F:10][C:11]([F:21])([F:22])[C:12]([C:17]([F:18])([F:20])[F:19])([CH3:16])[C:13]([O:9][CH2:8][CH2:7][N:4]1[CH2:5][CH2:6][O:1][CH2:2][CH2:3]1)=[O:14]. The yield is 0.700. (5) The reactants are [C:1]([NH:4][C:5]1[CH:6]=[C:7]([CH:25]=[CH:26][N:27]=1)[C:8]([NH:10][CH2:11][C:12]1[CH:13]=[N:14][C:15]([O:19][CH2:20][C:21]([F:24])([F:23])[F:22])=[C:16](Br)[CH:17]=1)=[O:9])(=[O:3])[CH3:2].[C:28]1(B(O)O)[CH:33]=[CH:32][CH:31]=[CH:30][CH:29]=1.C(=O)([O-])O.[Na+]. The catalyst is O1CCOCC1.C1C=CC([P]([Pd]([P](C2C=CC=CC=2)(C2C=CC=CC=2)C2C=CC=CC=2)([P](C2C=CC=CC=2)(C2C=CC=CC=2)C2C=CC=CC=2)[P](C2C=CC=CC=2)(C2C=CC=CC=2)C2C=CC=CC=2)(C2C=CC=CC=2)C2C=CC=CC=2)=CC=1. The product is [C:1]([NH:4][C:5]1[CH:6]=[C:7]([CH:25]=[CH:26][N:27]=1)[C:8]([NH:10][CH2:11][C:12]1[CH:13]=[N:14][C:15]([O:19][CH2:20][C:21]([F:24])([F:23])[F:22])=[C:16]([C:28]2[CH:33]=[CH:32][CH:31]=[CH:30][CH:29]=2)[CH:17]=1)=[O:9])(=[O:3])[CH3:2]. The yield is 0.300. (6) The reactants are [Cl:1][C:2]1[CH:7]=[C:6]([NH:8][CH3:9])[C:5]([CH2:10][NH:11][C:12]2[CH:17]=[C:16]([N+:18]([O-])=[O:19])[C:15]([F:21])=[CH:14][C:13]=2[CH3:22])=[CH:4][N:3]=1.CCN(CC)CC.[C:30](Cl)(Cl)=[O:31].[OH2:34]. The catalyst is O1CCOCC1. The product is [Cl:1][C:2]1[N:3]=[CH:4][C:5]2[CH2:10][N:11]([C:12]3[CH:17]=[C:16]([N+:18]([O-:19])=[O:34])[C:15]([F:21])=[CH:14][C:13]=3[CH3:22])[C:30](=[O:31])[N:8]([CH3:9])[C:6]=2[CH:7]=1. The yield is 0.360. (7) The reactants are Cl[C:2]1[CH:7]=[CH:6][C:5]([C:8]2[CH:17]=[N:16][C:15]3[NH:14][CH2:13][CH2:12][O:11][C:10]=3[CH:9]=2)=[C:4]([F:18])[CH:3]=1.[CH3:19][C:20]1([CH3:36])[C:24]([CH3:26])([CH3:25])[O:23]B(B2[O:23][C:24]([CH3:26])([CH3:25])[C:20]([CH3:36])([CH3:19])[O:21]2)[O:21]1.[CH3:37][C:37]1(C)[C:37](C)(C)OB(B2[O:23][C:24]([CH3:26])([CH3:25])[C:20]([CH3:36])([CH3:19])[O:21]2)O1.CC([O-])=O.[K+]. The catalyst is CC(C1C=C(C(C)C)C(C2C=CC=C(P(C3CCCCC3)C3CCCCC3)C=2)=C(C(C)C)C=1)C.C1C=[C-]C(C2C(N)=CC=CC=2)=CC=1.Cl[Pd+]. The product is [F:18][C:4]1[CH:3]=[C:2]([CH:37]2[O:21][C:20]([CH3:36])([CH3:19])[C:24]([CH3:26])([CH3:25])[O:23]2)[CH:7]=[CH:6][C:5]=1[C:8]1[CH:17]=[N:16][C:15]2[NH:14][CH2:13][CH2:12][O:11][C:10]=2[CH:9]=1. The yield is 0.710.